From a dataset of Peptide-MHC class II binding affinity with 134,281 pairs from IEDB. Regression. Given a peptide amino acid sequence and an MHC pseudo amino acid sequence, predict their binding affinity value. This is MHC class II binding data. (1) The peptide sequence is FAVVDLNKMRAVWVD. The MHC is HLA-DPA10201-DPB10501 with pseudo-sequence HLA-DPA10201-DPB10501. The binding affinity (normalized) is 0.403. (2) The peptide sequence is MGKATTEEQKLIEDV. The MHC is DRB1_1302 with pseudo-sequence DRB1_1302. The binding affinity (normalized) is 0.